From a dataset of Experimentally validated miRNA-target interactions with 360,000+ pairs, plus equal number of negative samples. Binary Classification. Given a miRNA mature sequence and a target amino acid sequence, predict their likelihood of interaction. (1) The miRNA is hsa-miR-4539 with sequence GCUGAACUGGGCUGAGCUGGGC. Result: 1 (interaction). The protein sequence of the target gene is MVLTLLLSAYKLCRFFAMSGPRPGAERLAVPGPDGGGGTGPWWAAGGRGPREVSPGAGTEVQDALERALPELQQALSALKQAGGARAVGAGLAEVFQLVEEAWLLPAVGREVAQGLCDAIRLDGGLDLLLRLLQAPELETRVQAARLLEQILVAENRDRVARIGLGVILNLAKEREPVELARSVAGILEHMFKHSEETCQRLVAAGGLDAVLYWCRRTDPALLRHCALALGNCALHGGQAVQRRMVEKRAAEWLFPLAFSKEDELLRLHACLAVAVLATNKEVEREVERSGTLALVEPLV.... (2) The miRNA is hsa-miR-6891-5p with sequence UAAGGAGGGGGAUGAGGGG. The protein sequence of the target gene is MAADSEPESEVFEITDFTTASEWERFISKVEEVLNDWKLIGNSLGKPLEKGIFTSGTWEEKSDEISFADFKFSVTHHYLVQESTDKEGKDELLEDVVPQSMQDLLGMNNDFPPRAHCLVRWYGLREFVVIAPAAHSDAVLSESKCNLLLSSVSIALGNTGCQVPLFVQIHHKWRRMYVGECQGPGVRTDFEMVHLRKVPNQYTHLSGLLDIFKSKIGCPLTPLPPVSIAIRFTYVLQDWQQYFWPQQPPDIDALVGGEVGGLEFGKLPFGACEDPISELHLATTWPHLTEGIIVDNDVYS.... Result: 0 (no interaction). (3) The miRNA is hsa-miR-3652 with sequence CGGCUGGAGGUGUGAGGA. The protein sequence of the target gene is MAWAALLGLLAALLLLLLLSRRRTRRPGEPPLDLGSIPWLGYALDFGKDAASFLTRMKEKHGDIFTILVGGRYVTVLLDPHSYDAVVWEPRTRLDFHAYAIFLMERIFDVQLPHYSPSDEKARMKLTLLHRELQALTEAMYTNLHAVLLGDATEAGSGWHEMGLLDFSYSFLLRAGYLTLYGIEALPRTHESQAQDRVHSADVFHTFRQLDRLLPKLARGSLSVGDKDHMCSVKSRLWKLLSPARLARRAHRSKWLESYLLHLEEMGVSEEMQARALVLQLWATQGNMGPAAFWLLLFLL.... Result: 1 (interaction). (4) The miRNA is hsa-miR-130b-3p with sequence CAGUGCAAUGAUGAAAGGGCAU. The protein sequence of the target gene is MVLMQDKGSSQQWPGLGGEGGGTGPLSMLRAALLLISLPWGAQGTASTSLSTAGGHTVPPTGGRYLSIGDGSVMEFEFPEDSEGIIVISSQYPGQANRTAPGPMLRVTSLDTEVLTIKNVSAITWGGGGGFVVSIHSGLAGLAPLHIQLVDAHEAPPTLIEERRDFCIKVSPAEDTPATLSADLAHFSENPILYLLLPLIFVNKCSFGCKVELEVLKGLMQSPQPMLLGLLGQFLVMPLYAFLMAKVFMLPKALALGLIITCSSPGGGGSYLFSLLLGGDVTLAISMTFLSTVAATGFLP.... Result: 1 (interaction). (5) The miRNA is hsa-miR-6804-3p with sequence CGCACCUGCCUCUCACCCACAG. The protein sequence of the target gene is MAAASSSDSDSGRAESNEANSKWLDAHYDPMANIHTFSSCLSLADLHGDGEYKLVVGDLGPGGQQPRLKVLKGPTVLTESPLPALPASAATFLMDQHEPRTPALALASGPCVYVYKNLRPYFKFSLPQLPPNPLEQDVWNQAKEDQIDPLTLKEMLEDIREKADVPLSVQSLRFLQLELSEMEAFVNQHKSKVIKRQTVITTMTTLKKNLADEDAASCLVLGTESKELLVLDPEAFTILAKMSLPSVPVFLEVSGQFDVEFRLTAACRNGSIYILRRDSKHPKYCIELSAQPVGLVRVHK.... Result: 0 (no interaction). (6) Result: 1 (interaction). The protein sequence of the target gene is MDKGRERMAAAAAAAAAAAAAQCRSPRCAAERRGFRRELDSWRHRLMHCVGFESILEGLYGPRLRRDLSLFEDCEPEELTDWSMDEKCSFCNLQREAVSDCIPSLDSSQSTPTEELSSQGQSHTDKIECQAESYLNALFRKKDLPQNCDPNIPLVAQELMKKMIRQFAIEYISKSGKIQENRNGSIGASLVCKSIQMNQADNCLQDEQEGPLDLTVTRTQEQTAQQGDGVLDLSTKKTSIKSEESSISDPSSENAVAGRLHRNREDYVERSAEFADGLLSKALKDIQSGALDINKAGILY.... The miRNA is mmu-miR-5123 with sequence UGUAGAUCCAUAUGCCAUGGUGUG. (7) The miRNA is hsa-miR-1911-5p with sequence UGAGUACCGCCAUGUCUGUUGGG. The protein sequence of the target gene is MPGEQMDPTGSQLDSDFSQQDTPCLIIEDSQPESQVLEEDAGSHFSVLSRHLPNLQMHKENPVLDIVSNPEQSAVEQGDSNSSFNEHLKEKKASDPVESSHLGTSGSISQVIERLPQPNRTSSALAVTVEAASLPEEEKEEEELEEEKEGVGANAPGADSLAAEDSASSQLGFGVLELSQSQDVEEHTVPYDVNQEHLQLVTTNSGSSPLSDVDASTAIKCEEQPTEDIAMIEQPSKDIPVTVQPGKGIHVVEEQNLPLVRSEDRPSSPQVSVAAVETKEQVPARELLEEGPQVQPSSEP.... Result: 0 (no interaction).